From a dataset of Forward reaction prediction with 1.9M reactions from USPTO patents (1976-2016). Predict the product of the given reaction. (1) Given the reactants CO[C:3]([C:5]1[N:6]=[C:7]([C:23]#[N:24])[C:8]2[C:13]([C:14]=1[OH:15])=[CH:12][CH:11]=[C:10]([O:16][C:17]1[CH:22]=[CH:21][CH:20]=[CH:19][CH:18]=1)[CH:9]=2)=[O:4].[NH2:25][CH2:26][CH2:27][CH2:28][CH2:29][C:30]([OH:32])=[O:31].C[O-].[Na+].CO.Cl, predict the reaction product. The product is: [C:23]([C:7]1[C:8]2[C:13](=[CH:12][CH:11]=[C:10]([O:16][C:17]3[CH:22]=[CH:21][CH:20]=[CH:19][CH:18]=3)[CH:9]=2)[C:14]([OH:15])=[C:5]([C:3]([NH:25][CH2:26][CH2:27][CH2:28][CH2:29][C:30]([OH:32])=[O:31])=[O:4])[N:6]=1)#[N:24]. (2) Given the reactants [CH3:1][N:2]([CH:10]1[CH2:13][N:12]([C:14]2[C:15]3[N:16]([CH:28]=[N:29][N:30]=3)[C:17]3[CH:23]=[C:22]([C:24]([F:27])([F:26])[F:25])[CH:21]=[N:20][C:18]=3[N:19]=2)[CH2:11]1)C(=O)OC(C)(C)C.C(O)(C(F)(F)F)=O, predict the reaction product. The product is: [CH3:1][NH:2][CH:10]1[CH2:11][N:12]([C:14]2[C:15]3[N:16]([CH:28]=[N:29][N:30]=3)[C:17]3[CH:23]=[C:22]([C:24]([F:27])([F:26])[F:25])[CH:21]=[N:20][C:18]=3[N:19]=2)[CH2:13]1. (3) The product is: [Br:17][CH2:14][C:4]1[C:5]2[O:9][C:8]([CH2:10][CH2:11][CH3:12])=[CH:7][C:6]=2[CH:13]=[C:2]([Cl:1])[CH:3]=1. Given the reactants [Cl:1][C:2]1[CH:3]=[C:4]([CH2:14]O)[C:5]2[O:9][C:8]([CH2:10][CH2:11][CH3:12])=[CH:7][C:6]=2[CH:13]=1.P(Br)(Br)[Br:17], predict the reaction product. (4) Given the reactants [Br:1][C:2]1[CH:3]=[C:4]([CH2:28][CH:29]([OH:34])[C:30]([O:32][CH3:33])=[O:31])[CH:5]=[C:6]([Br:27])[C:7]=1[O:8][C:9]1[CH:14]=[C:13](/[CH:15]=[CH:16]/[C:17]2[CH:22]=[CH:21][CH:20]=[CH:19][CH:18]=2)[C:12]([OH:23])=[C:11]([CH:24]([CH3:26])[CH3:25])[CH:10]=1, predict the reaction product. The product is: [Br:1][C:2]1[CH:3]=[C:4]([CH2:28][CH:29]([OH:34])[C:30]([O:32][CH3:33])=[O:31])[CH:5]=[C:6]([Br:27])[C:7]=1[O:8][C:9]1[CH:14]=[C:13]([CH2:15][CH2:16][C:17]2[CH:22]=[CH:21][CH:20]=[CH:19][CH:18]=2)[C:12]([OH:23])=[C:11]([CH:24]([CH3:26])[CH3:25])[CH:10]=1. (5) Given the reactants [F:1][C:2]1[CH:3]=[C:4]([NH2:26])[C:5]([NH:9][CH:10]2[CH2:15][CH2:14][N:13]([C@H:16]3[CH2:21][CH2:20][C@@H:19]([O:22][CH2:23][CH2:24][CH3:25])[CH2:18][CH2:17]3)[CH2:12][CH2:11]2)=[CH:6][C:7]=1[CH3:8].C(N(C(C)C)CC)(C)C.[Cl:36][C:37](Cl)([O:39]C(=O)OC(Cl)(Cl)Cl)Cl.C([O-])(O)=O.[Na+], predict the reaction product. The product is: [ClH:36].[F:1][C:2]1[C:7]([CH3:8])=[CH:6][C:5]2[N:9]([CH:10]3[CH2:15][CH2:14][N:13]([C@H:16]4[CH2:21][CH2:20][C@@H:19]([O:22][CH2:23][CH2:24][CH3:25])[CH2:18][CH2:17]4)[CH2:12][CH2:11]3)[C:37](=[O:39])[NH:26][C:4]=2[CH:3]=1. (6) Given the reactants C(Cl)(=O)C(Cl)=O.CS(C)=O.[C:11]([O:15][C:16]([NH:18][C@@H:19]([CH2:22][C:23]1[CH:28]=[CH:27][CH:26]=[CH:25][CH:24]=1)[CH2:20][OH:21])=[O:17])([CH3:14])([CH3:13])[CH3:12].C(N(CC)CC)C, predict the reaction product. The product is: [C:11]([O:15][C:16]([NH:18][C@@H:19]([CH2:22][C:23]1[CH:24]=[CH:25][CH:26]=[CH:27][CH:28]=1)[CH:20]=[O:21])=[O:17])([CH3:14])([CH3:12])[CH3:13]. (7) Given the reactants [C:1]([C:3]([OH:5])=[O:4])#N.[C:6]([CH2:8][CH2:9][C:10]1C=C[C:13](C(O)=O)=[CH:12][CH:11]=1)#[N:7].BrCCCCCCCC(O)=O.[C-]#N.[Na+].Cl.C#N, predict the reaction product. The product is: [C:6]([CH2:8][CH2:9][CH2:10][CH2:11][CH2:12][CH2:13][CH2:1][C:3]([OH:5])=[O:4])#[N:7].